Dataset: Full USPTO retrosynthesis dataset with 1.9M reactions from patents (1976-2016). Task: Predict the reactants needed to synthesize the given product. (1) The reactants are: [NH2:1][C:2]1[N:7]=[C:6]([N:8]2[CH2:29][CH2:28][C:11]3([CH2:15][N:14]([C:16]([O:18][C:19]([CH3:22])([CH3:21])[CH3:20])=[O:17])[C@H:13]([C:23]([O:25][CH2:26][CH3:27])=[O:24])[CH2:12]3)[CH2:10][CH2:9]2)[CH:5]=[C:4]([O:30][C@H:31]([C:36]2[CH:41]=[C:40](Br)[CH:39]=[CH:38][C:37]=2Br)[C:32]([F:35])([F:34])[F:33])[N:3]=1.[C:44]1(B(O)O)[CH:49]=[CH:48][CH:47]=[CH:46][CH:45]=1.C([O-])([O-])=O.[Na+].[Na+]. Given the product [C:44]1([C:37]2[CH:38]=[CH:39][C:40]([C:36]3[CH:41]=[CH:40][CH:39]=[CH:38][CH:37]=3)=[CH:41][C:36]=2[C@@H:31]([O:30][C:4]2[N:3]=[C:2]([NH2:1])[N:7]=[C:6]([N:8]3[CH2:29][CH2:28][C:11]4([CH2:15][N:14]([C:16]([O:18][C:19]([CH3:21])([CH3:20])[CH3:22])=[O:17])[C@H:13]([C:23]([O:25][CH2:26][CH3:27])=[O:24])[CH2:12]4)[CH2:10][CH2:9]3)[CH:5]=2)[C:32]([F:33])([F:34])[F:35])[CH:49]=[CH:48][CH:47]=[CH:46][CH:45]=1, predict the reactants needed to synthesize it. (2) The reactants are: [F:1][C:2]1[C:3]([OH:17])=[C:4]2[C:8](=[CH:9][CH:10]=1)[N:7]([CH3:11])[CH:6]=[C:5]2[CH2:12][C:13]([NH:15][CH3:16])=[O:14].Br[CH2:19][C:20]1[CH:25]=[CH:24][CH:23]=[C:22]([Cl:26])[CH:21]=1.C(=O)([O-])[O-].[Cs+].[Cs+]. Given the product [Cl:26][C:22]1[CH:21]=[C:20]([CH:25]=[CH:24][CH:23]=1)[CH2:19][O:17][C:3]1[C:2]([F:1])=[CH:10][CH:9]=[C:8]2[C:4]=1[C:5]([CH2:12][C:13]([NH:15][CH3:16])=[O:14])=[CH:6][N:7]2[CH3:11], predict the reactants needed to synthesize it. (3) Given the product [C:19]([CH:21]1[CH2:22][N:23]([C:25](=[O:49])[C@H:26]([NH:28][C:29]([C:31]2[C:39]3[C:34](=[N:35][CH:36]=[C:37]([N:15]4[C:16]5[C:12](=[CH:11][C:10]([Cl:9])=[CH:18][CH:17]=5)[CH:13]=[N:14]4)[N:38]=3)[N:33]([CH2:41][O:42][CH2:43][CH2:44][Si:45]([CH3:48])([CH3:47])[CH3:46])[CH:32]=2)=[O:30])[CH3:27])[CH2:24]1)#[N:20], predict the reactants needed to synthesize it. The reactants are: [O-]P([O-])([O-])=O.[K+].[K+].[K+].[Cl:9][C:10]1[CH:11]=[C:12]2[C:16](=[CH:17][CH:18]=1)[NH:15][N:14]=[CH:13]2.[C:19]([CH:21]1[CH2:24][N:23]([C:25](=[O:49])[C@H:26]([NH:28][C:29]([C:31]2[C:39]3[C:34](=[N:35][CH:36]=[C:37](I)[N:38]=3)[N:33]([CH2:41][O:42][CH2:43][CH2:44][Si:45]([CH3:48])([CH3:47])[CH3:46])[CH:32]=2)=[O:30])[CH3:27])[CH2:22]1)#[N:20].CN[C@@H]1CCCC[C@H]1NC. (4) Given the product [Br:11][C:12]1[CH:17]=[CH:16][C:15]([S:18][C:2]2[CH:7]=[CH:6][C:5]([N+:8]([O-:10])=[O:9])=[CH:4][CH:3]=2)=[CH:14][CH:13]=1, predict the reactants needed to synthesize it. The reactants are: I[C:2]1[CH:7]=[CH:6][C:5]([N+:8]([O-:10])=[O:9])=[CH:4][CH:3]=1.[Br:11][C:12]1[CH:17]=[CH:16][C:15]([SH:18])=[CH:14][CH:13]=1.C(=O)(O)[O-].[Na+]. (5) Given the product [F:1][C:2]1[CH:3]=[C:4]([C@@H:13]([C:28]2[C:33]([F:34])=[CH:32][CH:31]=[CH:30][N:29]=2)[NH:14][C:15](=[O:27])[C:16]2[CH:21]=[CH:20][C:19]([OH:22])=[C:18]([N+:24]([O-:26])=[O:25])[N:17]=2)[CH:5]=[CH:6][C:7]=1[O:8][C:9]([F:12])([F:10])[F:11], predict the reactants needed to synthesize it. The reactants are: [F:1][C:2]1[CH:3]=[C:4]([C@@H:13]([C:28]2[C:33]([F:34])=[CH:32][CH:31]=[CH:30][N:29]=2)[NH:14][C:15](=[O:27])[C:16]2[CH:21]=[CH:20][C:19]([O:22]C)=[C:18]([N+:24]([O-:26])=[O:25])[N:17]=2)[CH:5]=[CH:6][C:7]=1[O:8][C:9]([F:12])([F:11])[F:10].[Li+].[Cl-].CC1C=CC(S(O)(=O)=O)=CC=1.CCOC(C)=O. (6) Given the product [C:18]([N:22]1[C:9]([C:10]2[CH:15]=[CH:14][CH:13]=[CH:12][CH:11]=2)=[CH:8][C:2]([C:3]([O:5][CH2:6][CH3:7])=[O:4])=[N:23]1)([CH3:21])([CH3:20])[CH3:19], predict the reactants needed to synthesize it. The reactants are: O/[C:2](=[CH:8]\[C:9](=O)[C:10]1[CH:15]=[CH:14][CH:13]=[CH:12][CH:11]=1)/[C:3]([O:5][CH2:6][CH3:7])=[O:4].Cl.[C:18]([NH:22][NH2:23])([CH3:21])([CH3:20])[CH3:19].CCCCCC.CCOC(C)=O. (7) Given the product [C:11]([N:8]1[C:9]2[C:5](=[CH:4][CH:3]=[C:2]([NH:1][C:17](=[O:18])[C:16]3[CH:26]=[CH:25][CH:24]=[CH:23][C:22]=3[NH2:21])[CH:10]=2)[C:6]([CH3:15])([CH3:14])[CH2:7]1)(=[O:13])[CH3:12], predict the reactants needed to synthesize it. The reactants are: [NH2:1][C:2]1[CH:10]=[C:9]2[C:5]([C:6]([CH3:15])([CH3:14])[CH2:7][N:8]2[C:11](=[O:13])[CH3:12])=[CH:4][CH:3]=1.[C:16]12[C:22](=[CH:23][CH:24]=[CH:25][CH:26]=1)[NH:21]C(=O)O[C:17]2=[O:18].C([O-])(O)=O.[Na+]. (8) Given the product [CH2:1]([O:8][C:9]1[CH:10]=[CH:11][C:12]([C:15]2[NH:36][C:18]3=[N:19][CH:20]=[C:21]([N:23]4[CH2:24][CH2:25][NH:26][CH2:27][CH2:28]4)[CH:22]=[C:17]3[N:16]=2)=[CH:13][CH:14]=1)[C:2]1[CH:3]=[CH:4][CH:5]=[CH:6][CH:7]=1, predict the reactants needed to synthesize it. The reactants are: [CH2:1]([O:8][C:9]1[CH:14]=[CH:13][C:12]([C:15]2[NH:36][C:18]3=[N:19][CH:20]=[C:21]([N:23]4[CH2:28][CH2:27][N:26](C(OC(C)(C)C)=O)[CH2:25][CH2:24]4)[CH:22]=[C:17]3[N:16]=2)=[CH:11][CH:10]=1)[C:2]1[CH:7]=[CH:6][CH:5]=[CH:4][CH:3]=1.C(Cl)Cl.C(O)(C(F)(F)F)=O. (9) Given the product [F:1][C:2]([F:29])([F:28])[C:3]1[CH:4]=[C:5]([CH:21]=[C:22]([C:24]([F:27])([F:26])[F:25])[CH:23]=1)[CH2:6][N:7]1[CH2:14][CH2:13][CH2:12][O:11][C:10]2[N:15]=[CH:16][CH:17]=[C:18]([C:33]3[CH:34]=[CH:35][CH:36]=[CH:37][C:32]=3[O:31][CH3:30])[C:9]=2[C:8]1=[O:20], predict the reactants needed to synthesize it. The reactants are: [F:1][C:2]([F:29])([F:28])[C:3]1[CH:4]=[C:5]([CH:21]=[C:22]([C:24]([F:27])([F:26])[F:25])[CH:23]=1)[CH2:6][N:7]1[CH2:14][CH2:13][CH2:12][O:11][C:10]2[N:15]=[CH:16][CH:17]=[C:18](I)[C:9]=2[C:8]1=[O:20].[CH3:30][O:31][C:32]1[CH:37]=[CH:36][CH:35]=[CH:34][C:33]=1B(O)O. (10) Given the product [CH2:1]([S:3][C:4]1[C:9]([C:10]([NH:12][CH2:13][C:14]2[CH:19]=[CH:18][CH:17]=[C:16]([F:20])[CH:15]=2)=[O:11])=[C:8]([CH3:21])[CH:7]=[C:6]([N:22]2[CH2:27][CH2:26][C:25](=[O:28])[CH2:24][CH2:23]2)[N:5]=1)[CH3:2], predict the reactants needed to synthesize it. The reactants are: [CH2:1]([S:3][C:4]1[C:9]([C:10]([NH:12][CH2:13][C:14]2[CH:19]=[CH:18][CH:17]=[C:16]([F:20])[CH:15]=2)=[O:11])=[C:8]([CH3:21])[CH:7]=[C:6]([N:22]2[CH2:27][CH2:26][CH:25]([OH:28])[CH2:24][CH2:23]2)[N:5]=1)[CH3:2].CC(OI1(OC(C)=O)(OC(C)=O)OC(=O)C2C=CC=CC1=2)=O.